Predict which catalyst facilitates the given reaction. From a dataset of Catalyst prediction with 721,799 reactions and 888 catalyst types from USPTO. Reactant: [OH:1][C:2]1[CH:10]=[C:9]2[C:5]([CH2:6][CH2:7][C:8]2=[O:11])=[CH:4][CH:3]=1.C([O-])([O-])=O.[K+].[K+].Br[CH2:19][CH:20]([CH3:22])[CH3:21].O. Product: [CH2:19]([O:1][C:2]1[CH:10]=[C:9]2[C:5]([CH2:6][CH2:7][C:8]2=[O:11])=[CH:4][CH:3]=1)[CH:20]([CH3:22])[CH3:21]. The catalyst class is: 3.